This data is from NCI-60 drug combinations with 297,098 pairs across 59 cell lines. The task is: Regression. Given two drug SMILES strings and cell line genomic features, predict the synergy score measuring deviation from expected non-interaction effect. (1) Drug 1: C1CNP(=O)(OC1)N(CCCl)CCCl. Drug 2: CC1C(C(CC(O1)OC2CC(CC3=C2C(=C4C(=C3O)C(=O)C5=C(C4=O)C(=CC=C5)OC)O)(C(=O)CO)O)N)O.Cl. Cell line: HCC-2998. Synergy scores: CSS=28.5, Synergy_ZIP=-3.38, Synergy_Bliss=-7.33, Synergy_Loewe=-60.9, Synergy_HSA=-7.13. (2) Drug 1: CC1=C(C=C(C=C1)NC2=NC=CC(=N2)N(C)C3=CC4=NN(C(=C4C=C3)C)C)S(=O)(=O)N.Cl. Drug 2: CC1C(C(=O)NC(C(=O)N2CCCC2C(=O)N(CC(=O)N(C(C(=O)O1)C(C)C)C)C)C(C)C)NC(=O)C3=C4C(=C(C=C3)C)OC5=C(C(=O)C(=C(C5=N4)C(=O)NC6C(OC(=O)C(N(C(=O)CN(C(=O)C7CCCN7C(=O)C(NC6=O)C(C)C)C)C)C(C)C)C)N)C. Cell line: OVCAR3. Synergy scores: CSS=12.7, Synergy_ZIP=23.2, Synergy_Bliss=24.9, Synergy_Loewe=23.6, Synergy_HSA=23.7. (3) Drug 2: CS(=O)(=O)CCNCC1=CC=C(O1)C2=CC3=C(C=C2)N=CN=C3NC4=CC(=C(C=C4)OCC5=CC(=CC=C5)F)Cl. Drug 1: C1=NC2=C(N=C(N=C2N1C3C(C(C(O3)CO)O)F)Cl)N. Synergy scores: CSS=5.54, Synergy_ZIP=-3.67, Synergy_Bliss=-1.33, Synergy_Loewe=-16.1, Synergy_HSA=-1.85. Cell line: PC-3.